From a dataset of Drug-target binding data from BindingDB using IC50 measurements. Regression. Given a target protein amino acid sequence and a drug SMILES string, predict the binding affinity score between them. We predict pIC50 (pIC50 = -log10(IC50 in M); higher means more potent). Dataset: bindingdb_ic50. (1) The compound is C[C@H]1c2ccccc2N(Cc2ccc(C(F)(F)F)o2)C[C@@H](C)N1C(=O)NCc1ccccc1. The target protein (Q9P0X4) has sequence MAESASPPSSSAAAPAAEPGVTTEQPGPRSPPSSPPGLEEPLDGADPHVPHPDLAPIAFFCLRQTTSPRNWCIKMVCNPWFECVSMLVILLNCVTLGMYQPCDDMDCLSDRCKILQVFDDFIFIFFAMEMVLKMVALGIFGKKCYLGDTWNRLDFFIVMAGMVEYSLDLQNINLSAIRTVRVLRPLKAINRVPSMRILVNLLLDTLPMLGNVLLLCFFVFFIFGIIGVQLWAGLLRNRCFLEENFTIQGDVALPPYYQPEEDDEMPFICSLSGDNGIMGCHEIPPLKEQGRECCLSKDDVYDFGAGRQDLNASGLCVNWNRYYNVCRTGSANPHKGAINFDNIGYAWIVIFQVITLEGWVEIMYYVMDAHSFYNFIYFILLIIVGSFFMINLCLVVIATQFSETKQREHRLMLEQRQRYLSSSTVASYAEPGDCYEEIFQYVCHILRKAKRRALGLYQALQSRRQALGPEAPAPAKPGPHAKEPRHYHGKTKGQGDEGRH.... The pIC50 is 8.2. (2) The small molecule is Cn1c(=O)c2c(ncn2C)n(C)c1=O. The target protein (P09812) has sequence MSRPLSDQDKRKQISVRGLAGVENVSDLKKNFNRHLHFTLVKDRNVATPRDYYFALAHTVRDHLVDRWIRTQQHYYAKDPKRIYYLSLELYMGRTLQNTMVNLALENACDEATYQLGLDMEELEEIEEDAGLGNGGLGRLAACFLDSMATLGLAAYGYGIRYEFGIFNQKICGGWQMEEADDWLRYGNPWEKARPEFTLPVHFYGRVEHTSQGAKWVDTQVVLAMPYDTPVPGYRNNVVNTMRLWSAKAPPYFNLKDFNVGGYIQAVLDRNLAENISRVLYPNDKFFEGKELRLKQEYFVVAATLQDIIRRFKSSKFGCRDPVRTNFDAFPDKVAIQLNDTHPSLAIPELIRILVDLERLDWDKAWDVTVKTCAYTNHTVLPEALERWPVHLMETLLPRHLQIIYEINQRFLNRVAAAFPGDVDRLRRMSLVEEGAVKRINMAHLCIAGSHAVNGVARIHSEILKKTIFKDFYELEPHKFQNKTNGITPRRWLVLCNPGL.... The pIC50 is 3.7. (3) The small molecule is CC1=C(CC/C(C)=C/CCC2=CC[C@H](C3=CC(=O)O[C@H]3O)O[C@H]2O)C(C)(C)CCC1. The target protein (P00623) has sequence MRTLWIVAVLLLGVEGSLVQFETLIMKVAKRSGLLWYSAYGCYCGWGGHGRPQDATDRCCFVHDCCYGKATDCNPKTVSYTYSEENGEIVCGGDDPCGTQICECDKAAAICFRDNIPSYDNKYWLFPPKNCREEPEPC. The pIC50 is 6.4. (4) The small molecule is O=c1c2ccccc2[se]n1-c1ccc(Cl)cc1. The target protein (P0A9P4) has sequence MGTTKHSKLLILGSGPAGYTAAVYAARANLQPVLITGMEKGGQLTTTTEVENWPGDPNDLTGPLLMERMHEHATKFETEIIFDHINKVDLQNRPFRLNGDNGEYTCDALIIATGASARYLGLPSEEAFKGRGVSACATCDGFFYRNQKVAVIGGGNTAVEEALYLSNIASEVHLIHRRDGFRAEKILIKRLMDKVENGNIILHTNRTLEEVTGDQMGVTGVRLRDTQNSDNIESLDVAGLFVAIGHSPNTAIFEGQLELENGYIKVQSGIHGNATQTSIPGVFAAGDVMDHIYRQAITSAGTGCMAALDAERYLDGLADAK. The pIC50 is 5.2. (5) The drug is O=C1C=CC(=O)O1. The target is XTSFAESXKPVQQPSAFGS. The pIC50 is 4.0. (6) The compound is COC(=O)c1ccc2c(/C=C/c3cccnc3)c[nH]c2c1. The target protein (P48776) has sequence MSGCPFAGNSVGYTLKNVSMEDNEEDRAQTGVNRASKGGLIYGNYLQLEKILNAQELQSEVKGNKIHDEHLFIITHQAYELWFKQILWELDSVREIFQNGHVRDERNMLKVIARMHRVVVIFKLLVQQFSVLETMTALDFNDFREYLSPASGFQSLQFRLLENKIGVLQSLRVPYNRKHYRDNFGGDYNELLLKSEQEQTLLQLVEAWLERTPGLEPNGFNFWGKFEKNILKGLEEEFLRIQAKTDSEEKEEQMAEFRKQKEVLLCLFDEKRHDYLLSKGERRLSYRALQGALMIYFYREEPRFQVPFQLLTSLMDIDTLMTKWRYNHVCMVHRMLGTKAGTGGSSGYHYLRSTVSDRYKVFVDLFNLSTYLVPRHWVPKMNPIIHKFLYTAEYSDSSYFSSDESD. The pIC50 is 3.7. (7) The drug is Cc1cc(-c2ncc(CNC(=O)c3ccc4c(c3)C(=O)c3ccccc3-4)cc2F)ccn1. The target protein (Q9JJJ7) has sequence MATFSRQEFFQQLLQGCLLPTVQQGLDQIWLLLTICFACRLLWRLGLPSYLKHASTVAGGFFSLYHFFQLHMVWVVLLSLLCYLVLFLCRHSSHRGVFLSVTILIYLLMGEMHMVDTVTWHKMRGAQMIVAMKAVSLGFDLDRGEVGAVPSPVEFMGYLYFVGTIVFGPWISFHSYLQAVQGRPLSRRWLKKVARSLALALLCLVLSTCVGPYLFPYFIPLDGDRLLRNKKRKARGTMVRWLRAYESAVSFHFSNYFVGFLSEATATLAGAGFTEEKDHLEWDLTVSRPLNVELPRSMVEVVTSWNLPMSYWLNNYVFKNALRLGTFSAVLVTYAASALLHGFSFHLAAVLLSLAFITYVEHVLRKRLAQILSACILSKRCLPDCSHRHRLGLGVRALNLLFGALAIFHLSYLGSLFDVDVDDTTEEQGYGMAYTVHKWSELSWASHWVTFGCWIFYRLIG. The pIC50 is 7.4. (8) The small molecule is CCCCc1nc2ccc(O)cc2c(=O)n1Cc1ccc(-c2ccccc2-c2nnn[nH]2)cc1. The target protein sequence is MKTVFILISMLFPVAVMAQKSVKISDDISITQLSDKVYTYVSLAEIEGWGMVPSNGMIVINNHQAALLDTPINDAQTETLVNWVADSLHAKVTTFIPNHWHGDCIGGLGYLQKKGVQSYANQMTIDLAKEKGLPVPEHGFTDSLTVSLDGMPLQCYYLGGGHATDNIVVWLPTENILFGGCMLKDNQATSIGNISDADVTAWPKTLDKVKAKFPSARYVVPGHGDYGGTELIEHPKQIVNQYIESTSKP. The pIC50 is 5.7. (9) The small molecule is O=C(O)[C@@H]1CCCN(CCC=C(c2sccc2COCc2ccccc2)c2sccc2COCc2ccccc2)C1. The target protein (P30531) has sequence MATNGSKVADGQISTEVSEAPVANDKPKTLVVKVQKKAADLPDRDTWKGRFDFLMSCVGYAIGLGNVWRFPYLCGKNGGGAFLIPYFLTLIFAGVPLFLLECSLGQYTSIGGLGVWKLAPMFKGVGLAAAVLSFWLNIYYIVIISWAIYYLYNSFTTTLPWKQCDNPWNTDRCFSNYSMVNTTNMTSAVVEFWERNMHQMTDGLDKPGQIRWPLAITLAIAWILVYFCIWKGVGWTGKVVYFSATYPYIMLIILFFRGVTLPGAKEGILFYITPNFRKLSDSEVWLDAATQIFFSYGLGLGSLIALGSYNSFHNNVYRDSIIVCCINSCTSMFAGFVIFSIVGFMAHVTKRSIADVAASGPGLAFLAYPEAVTQLPISPLWAILFFSMLLMLGIDSQFCTVEGFITALVDEYPRLLRNRRELFIAAVCIISYLIGLSNITQGGIYVFKLFDYYSASGMSLLFLVFFECVSISWFYGVNRFYDNIQEMVGSRPCIWWKLCW.... The pIC50 is 6.1. (10) The drug is CCC(C(=O)Nc1ccccc1-n1c(O)ccc1O)c1ccccc1. The target protein (O43526) has sequence MVQKSRNGGVYPGPSGEKKLKVGFVGLDPGAPDSTRDGALLIAGSEAPKRGSILSKPRAGGAGAGKPPKRNAFYRKLQNFLYNVLERPRGWAFIYHAYVFLLVFSCLVLSVFSTIKEYEKSSEGALYILEIVTIVVFGVEYFVRIWAAGCCCRYRGWRGRLKFARKPFCVIDIMVLIASIAVLAAGSQGNVFATSALRSLRFLQILRMIRMDRRGGTWKLLGSVVYAHSKELVTAWYIGFLCLILASFLVYLAEKGENDHFDTYADALWWGLITLTTIGYGDKYPQTWNGRLLAATFTLIGVSFFALPAGILGSGFALKVQEQHRQKHFEKRRNPAAGLIQSAWRFYATNLSRTDLHSTWQYYERTVTVPMYSSQTQTYGASRLIPPLNQLELLRNLKSKSGLAFRKDPPPEPSPSKGSPCRGPLCGCCPGRSSQKVSLKDRVFSSPRGVAAKGKGSPQAQTVRRSPSADQSLEDSPSKVPKSWSFGDRSRARQAFRIKG.... The pIC50 is 4.5.